From a dataset of Reaction yield outcomes from USPTO patents with 853,638 reactions. Predict the reaction yield, written as a fraction of the theoretical maximum amount of product (1.0 means a 100% yield; for example, 0.34 means a 34% yield). The reactants are C[N:2]([CH:4]=[C:5]1[C:9](=O)[CH2:8][N:7]([C:11]([O:13][C:14]([CH3:17])([CH3:16])[CH3:15])=[O:12])[CH2:6]1)C.O.[NH2:19]N. The catalyst is C(O)C. The product is [N:19]1[NH:2][CH:4]=[C:5]2[CH2:6][N:7]([C:11]([O:13][C:14]([CH3:17])([CH3:16])[CH3:15])=[O:12])[CH2:8][C:9]=12. The yield is 0.290.